From a dataset of Forward reaction prediction with 1.9M reactions from USPTO patents (1976-2016). Predict the product of the given reaction. (1) Given the reactants Br[C:2]1[CH:3]=[C:4]([CH3:11])[C:5]([O:9][CH3:10])=[C:6]([CH3:8])[CH:7]=1.[Br:12][C:13]1[CH:18]=[C:17](/[C:19](/[C:27]2[CH:32]=[CH:31][CH:30]=[C:29]([F:33])[C:28]=2[C:34]#[N:35])=[N:20]\S(C(C)(C)C)=O)[CH:16]=[CH:15][N:14]=1, predict the reaction product. The product is: [Br:12][C:13]1[CH:18]=[C:17]([C:19]2([C:2]3[CH:3]=[C:4]([CH3:11])[C:5]([O:9][CH3:10])=[C:6]([CH3:8])[CH:7]=3)[C:27]3[C:28](=[C:29]([F:33])[CH:30]=[CH:31][CH:32]=3)[C:34]([NH2:35])=[N:20]2)[CH:16]=[CH:15][N:14]=1. (2) Given the reactants Br[C:2]1[CH:18]=[C:17]([CH3:19])[C:5]2[N:6]=[C:7]([NH:10][C:11]3[CH:16]=[CH:15][CH:14]=[CH:13][CH:12]=3)[N:8]=[N:9][C:4]=2[CH:3]=1.[CH3:20][C:21]1[CH:26]=[CH:25][CH:24]=[C:23]([CH3:27])[C:22]=1B(O)O.C(=O)([O-])[O-].[K+].[K+].C1(P(C2C=CC=CC=2)C2C=CC=CC=2)C=CC=CC=1, predict the reaction product. The product is: [CH3:20][C:21]1[CH:26]=[CH:25][CH:24]=[C:23]([CH3:27])[C:22]=1[C:2]1[CH:18]=[C:17]([CH3:19])[C:5]2[N:6]=[C:7]([NH:10][C:11]3[CH:16]=[CH:15][CH:14]=[CH:13][CH:12]=3)[N:8]=[N:9][C:4]=2[CH:3]=1.